From a dataset of Catalyst prediction with 721,799 reactions and 888 catalyst types from USPTO. Predict which catalyst facilitates the given reaction. (1) Reactant: [C:1]([O:5][C:6]([NH:8][CH2:9][C:10]1[CH:11]=[C:12]([CH:16]=[C:17]([Cl:20])[C:18]=1[F:19])[C:13]([OH:15])=O)=[O:7])([CH3:4])([CH3:3])[CH3:2].CN(C(ON1N=NC2C=CC=NC1=2)=[N+](C)C)C.F[P-](F)(F)(F)(F)F.[CH3:45][O:46][CH:47]1[CH2:50][NH:49][CH2:48]1.CCN(C(C)C)C(C)C. Product: [C:1]([O:5][C:6](=[O:7])[NH:8][CH2:9][C:10]1[CH:11]=[C:12]([C:13]([N:49]2[CH2:50][CH:47]([O:46][CH3:45])[CH2:48]2)=[O:15])[CH:16]=[C:17]([Cl:20])[C:18]=1[F:19])([CH3:2])([CH3:3])[CH3:4]. The catalyst class is: 3. (2) Reactant: Cl[C:2]1[CH:3]=[C:4]([C:11]2[CH:12]=[N:13][CH:14]=[CH:15][CH:16]=2)[C:5]2[N:6]([CH:8]=[CH:9][N:10]=2)[N:7]=1.C([O-])=O.[NH4+]. Product: [N:13]1[CH:14]=[CH:15][CH:16]=[C:11]([C:4]2[C:5]3[N:6]([CH:8]=[CH:9][N:10]=3)[N:7]=[CH:2][CH:3]=2)[CH:12]=1. The catalyst class is: 320.